This data is from Reaction yield outcomes from USPTO patents with 853,638 reactions. The task is: Predict the reaction yield, written as a fraction of the theoretical maximum amount of product (1.0 means a 100% yield; for example, 0.34 means a 34% yield). (1) The reactants are [F:1][C:2]1[C:10]([F:11])=[C:9]([F:12])[CH:8]=[CH:7][C:3]=1[C:4]([OH:6])=O.S(Cl)(Cl)=O.[CH3:17][N:18]([CH3:26])[CH:19]=[CH:20][C:21]([O:23][CH2:24][CH3:25])=[O:22].C(N(CC)CC)C. The catalyst is O1CCCC1.CN(C)C=O. The product is [CH3:17][N:18]([CH3:26])[CH:19]=[C:20]([C:4](=[O:6])[C:3]1[CH:7]=[CH:8][C:9]([F:12])=[C:10]([F:11])[C:2]=1[F:1])[C:21]([O:23][CH2:24][CH3:25])=[O:22]. The yield is 0.860. (2) The reactants are [BH4-].[Na+].[N+:3]([C:6]1[N:7]([CH2:11][C:12]([C:14]2[CH:15]=[N:16][CH:17]=[CH:18][CH:19]=2)=[O:13])[CH:8]=[CH:9][N:10]=1)([O-:5])=[O:4]. The catalyst is CO. The product is [N+:3]([C:6]1[N:7]([CH2:11][CH:12]([C:14]2[CH:15]=[N:16][CH:17]=[CH:18][CH:19]=2)[OH:13])[CH:8]=[CH:9][N:10]=1)([O-:5])=[O:4]. The yield is 0.760.